From a dataset of Full USPTO retrosynthesis dataset with 1.9M reactions from patents (1976-2016). Predict the reactants needed to synthesize the given product. Given the product [CH2:1]([O:8][C:9]1[CH:14]=[C:13]([Br:17])[CH:12]=[C:11]([CH3:15])[C:10]=1[NH2:16])[C:2]1[CH:3]=[CH:4][CH:5]=[CH:6][CH:7]=1, predict the reactants needed to synthesize it. The reactants are: [CH2:1]([O:8][C:9]1[CH:14]=[CH:13][CH:12]=[C:11]([CH3:15])[C:10]=1[NH2:16])[C:2]1[CH:7]=[CH:6][CH:5]=[CH:4][CH:3]=1.[Br:17]Br.